From a dataset of Merck oncology drug combination screen with 23,052 pairs across 39 cell lines. Regression. Given two drug SMILES strings and cell line genomic features, predict the synergy score measuring deviation from expected non-interaction effect. (1) Drug 1: O=S1(=O)NC2(CN1CC(F)(F)F)C1CCC2Cc2cc(C=CCN3CCC(C(F)(F)F)CC3)ccc2C1. Drug 2: O=C(O)C1(Cc2cccc(Nc3nccs3)n2)CCC(Oc2cccc(Cl)c2F)CC1. Cell line: MDAMB436. Synergy scores: synergy=-3.56. (2) Drug 1: O=S1(=O)NC2(CN1CC(F)(F)F)C1CCC2Cc2cc(C=CCN3CCC(C(F)(F)F)CC3)ccc2C1. Drug 2: COc1cc(C2c3cc4c(cc3C(OC3OC5COC(C)OC5C(O)C3O)C3COC(=O)C23)OCO4)cc(OC)c1O. Cell line: SKMEL30. Synergy scores: synergy=22.7. (3) Drug 1: CN(C)C(=N)N=C(N)N. Drug 2: NC1(c2ccc(-c3nc4ccn5c(=O)[nH]nc5c4cc3-c3ccccc3)cc2)CCC1. Cell line: HT29. Synergy scores: synergy=-0.452.